From a dataset of Reaction yield outcomes from USPTO patents with 853,638 reactions. Predict the reaction yield, written as a fraction of the theoretical maximum amount of product (1.0 means a 100% yield; for example, 0.34 means a 34% yield). (1) The reactants are [OH-].[K+].[Cl:3][C:4]1[CH:9]=[CH:8][C:7]([C:10]2[N:15]=[C:14]([C:16]([O:18]CC)=[O:17])[CH:13]=[CH:12][C:11]=2[C:21]2[C:26]([O:27][CH3:28])=[CH:25][CH:24]=[CH:23][C:22]=2[O:29][CH3:30])=[CH:6][C:5]=1[O:31][CH2:32][CH2:33][CH2:34][N:35]([CH3:37])[CH3:36].Cl. The catalyst is CCO. The product is [Cl:3][C:4]1[CH:9]=[CH:8][C:7]([C:10]2[N:15]=[C:14]([C:16]([OH:18])=[O:17])[CH:13]=[CH:12][C:11]=2[C:21]2[C:26]([O:27][CH3:28])=[CH:25][CH:24]=[CH:23][C:22]=2[O:29][CH3:30])=[CH:6][C:5]=1[O:31][CH2:32][CH2:33][CH2:34][N:35]([CH3:37])[CH3:36]. The yield is 1.00. (2) The reactants are [CH3:1][O:2][C:3](=[O:21])[CH2:4][CH2:5][C:6]1[CH:11]=[CH:10][C:9]([O:12][C:13]2[CH:18]=[CH:17][CH:16]=[C:15]([OH:19])[CH:14]=2)=[CH:8][C:7]=1[CH3:20].[Br:22][C:23]1[CH:24]=[C:25]([C:30]([F:33])([F:32])[F:31])[CH:26]=[CH:27][C:28]=1F.C(=O)([O-])[O-].[K+].[K+].Cl. The catalyst is CS(C)=O.O. The product is [CH3:1][O:2][C:3](=[O:21])[CH2:4][CH2:5][C:6]1[CH:11]=[CH:10][C:9]([O:12][C:13]2[CH:18]=[CH:17][CH:16]=[C:15]([O:19][C:28]3[CH:27]=[CH:26][C:25]([C:30]([F:33])([F:32])[F:31])=[CH:24][C:23]=3[Br:22])[CH:14]=2)=[CH:8][C:7]=1[CH3:20]. The yield is 0.810. (3) The reactants are [NH2:1][C:2]1[CH:6]=[CH:5][N:4]([CH2:7][C:8]([CH3:11])([OH:10])[CH3:9])[N:3]=1.Br[C:13]1[C:14](=[O:21])[N:15]([CH3:20])[N:16]=[C:17]([Cl:19])[CH:18]=1.C1(P(C2C=CC=CC=2)C2C3OC4C(=CC=CC=4P(C4C=CC=CC=4)C4C=CC=CC=4)C(C)(C)C=3C=CC=2)C=CC=CC=1. The catalyst is O1CCOCC1.ClCCl.O.C1C=CC(/C=C/C(/C=C/C2C=CC=CC=2)=O)=CC=1.C1C=CC(/C=C/C(/C=C/C2C=CC=CC=2)=O)=CC=1.C1C=CC(/C=C/C(/C=C/C2C=CC=CC=2)=O)=CC=1.[Pd].[Pd]. The product is [Cl:19][C:17]1[CH:18]=[C:13]([NH:1][C:2]2[CH:6]=[CH:5][N:4]([CH2:7][C:8]([OH:10])([CH3:11])[CH3:9])[N:3]=2)[C:14](=[O:21])[N:15]([CH3:20])[N:16]=1. The yield is 0.590. (4) No catalyst specified. The reactants are [Na:1].CC1(C)COC(CO[C:11]2[CH:16]=[CH:15][N:14]=[C:13]([CH2:17][S:18]([C:20]3[NH:24][C:23]4[CH:25]=[CH:26][CH:27]=[CH:28][C:22]=4[N:21]=3)=[O:19])[C:12]=2[CH3:29])OC1.ClC1C=C[N+]([O-])=C(C)C=1C.[F:41][C:42]1([F:50])[CH2:47][O:46][CH:45]([CH2:48][OH:49])[O:44][CH2:43]1. The product is [Na:1].[F:41][C:42]1([F:50])[CH2:47][O:46][CH:45]([CH2:48][O:49][C:11]2[CH:16]=[CH:15][N:14]=[C:13]([CH2:17][S:18]([C:20]3[NH:24][C:23]4[CH:25]=[CH:26][CH:27]=[CH:28][C:22]=4[N:21]=3)=[O:19])[C:12]=2[CH3:29])[O:44][CH2:43]1. The yield is 0.227. (5) The reactants are C(OC([N:8]1[C:12]2[CH:13]=[CH:14][C:15]([Br:17])=[CH:16][C:11]=2[NH:10][C:9]1=[O:18])=O)(C)(C)C.[CH2:19](Br)[C:20]1[CH:25]=[CH:24][CH:23]=[CH:22][CH:21]=1.C(=O)([O-])[O-].[K+].[K+].[I-].[K+].[Cl-].[NH4+]. The catalyst is C(#N)C.C(OCC)(=O)C. The product is [CH2:19]([N:10]1[C:11]2[CH:16]=[C:15]([Br:17])[CH:14]=[CH:13][C:12]=2[NH:8][C:9]1=[O:18])[C:20]1[CH:25]=[CH:24][CH:23]=[CH:22][CH:21]=1. The yield is 0.780.